From a dataset of Peptide-MHC class II binding affinity with 134,281 pairs from IEDB. Regression. Given a peptide amino acid sequence and an MHC pseudo amino acid sequence, predict their binding affinity value. This is MHC class II binding data. (1) The peptide sequence is GGFFTSVGKGIHTVF. The MHC is HLA-DQA10201-DQB10301 with pseudo-sequence HLA-DQA10201-DQB10301. The binding affinity (normalized) is 0.763. (2) The peptide sequence is SWPDLDLKPGAAWTV. The MHC is DRB3_0101 with pseudo-sequence DRB3_0101. The binding affinity (normalized) is 0.305. (3) The binding affinity (normalized) is 0.269. The peptide sequence is GRIGRNPSQVGDEYCY. The MHC is DRB1_0401 with pseudo-sequence DRB1_0401. (4) The peptide sequence is FNNFTVSFWLRVPKV. The binding affinity (normalized) is 0.303. The MHC is HLA-DQA10401-DQB10402 with pseudo-sequence HLA-DQA10401-DQB10402.